This data is from Reaction yield outcomes from USPTO patents with 853,638 reactions. The task is: Predict the reaction yield, written as a fraction of the theoretical maximum amount of product (1.0 means a 100% yield; for example, 0.34 means a 34% yield). (1) The reactants are [CH2:1]1[CH:6]2[CH2:7][C:8]3([NH2:11])[CH2:10][CH:4]([CH2:5]2)[CH2:3][CH:2]1[CH2:9]3.Cl[CH2:13][C:14]1[N:15]=[C:16]([C:19]2[CH:24]=[CH:23][CH:22]=[CH:21][CH:20]=2)[S:17][CH:18]=1. No catalyst specified. The product is [C:19]1([C:16]2[S:17][CH:18]=[C:14]([CH2:13][NH:11][C:8]34[CH2:10][CH:4]5[CH2:5][CH:6]([CH2:1][CH:2]([CH2:3]5)[CH2:9]3)[CH2:7]4)[N:15]=2)[CH:20]=[CH:21][CH:22]=[CH:23][CH:24]=1. The yield is 0.800. (2) The reactants are C(OCC[O:6][CH2:7][C:8]1[CH:13]=[C:12]([CH2:14][O:15][CH2:16][CH2:17]OCC)[CH:11]=[CH:10][C:9]=1Br)C.C([Li])CCC.[F:27][C:28]1[CH:35]=[CH:34]C(C=O)=[CH:30][CH:29]=1.[Cl-].[NH4+]. The catalyst is O1CCCC1.CCCCCC. The product is [F:27][C:28]1[CH:35]=[CH:34][C:17]([CH:16]2[C:11]3[C:12](=[CH:13][C:8]([CH2:7][OH:6])=[CH:9][CH:10]=3)[CH2:14][O:15]2)=[CH:30][CH:29]=1. The yield is 0.887. (3) The reactants are [CH2:1]([N:8]([CH2:38][C:39]1[CH:44]=[CH:43][CH:42]=[CH:41][CH:40]=1)[C@@H:9]1[CH2:13][C@H:12]([C:14](=O)[CH2:15][NH:16][C:17]2[N:18]=[C:19]3[CH:25]=[CH:24][N:23](S(C4C=CC(C)=CC=4)(=O)=O)[C:20]3=[N:21][CH:22]=2)[C@H:11]([CH3:37])[CH2:10]1)[C:2]1[CH:7]=[CH:6][CH:5]=[CH:4][CH:3]=1.C(O)(C(F)(F)F)=O.C(OC(C(F)(F)F)=O)(C(F)(F)F)=O.[OH-].[Na+].CC1CCCO1. The catalyst is C(#N)C.[Cl-].[Na+].O. The product is [CH2:1]([N:8]([CH2:38][C:39]1[CH:40]=[CH:41][CH:42]=[CH:43][CH:44]=1)[C@H:9]1[CH2:10][C@@H:11]([CH3:37])[C@@H:12]([C:14]2[N:18]3[C:19]4[CH:25]=[CH:24][NH:23][C:20]=4[N:21]=[CH:22][C:17]3=[N:16][CH:15]=2)[CH2:13]1)[C:2]1[CH:3]=[CH:4][CH:5]=[CH:6][CH:7]=1. The yield is 0.670. (4) The reactants are Cl[C:2]1[N:7]=[C:6]([NH:8][C:9]2[CH:14]=[CH:13][C:12]3[O:15][CH2:16][CH2:17][O:18][C:11]=3[CH:10]=2)[C:5]([F:19])=[CH:4][N:3]=1.[NH2:20][C:21]1[CH:22]=[N:23][CH:24]=[CH:25][CH:26]=1.CC(C)([O-])C.[Na+].C1C=CC(P(C2C=CC3C(=CC=CC=3)C=2C2C3C(=CC=CC=3)C=CC=2P(C2C=CC=CC=2)C2C=CC=CC=2)C2C=CC=CC=2)=CC=1.C(N(CC)C(C)C)(C)C. The catalyst is C1(C)C=CC=CC=1.C([O-])(=O)C.[Pd+2].C([O-])(=O)C. The product is [CH2:17]1[CH2:16][O:15][C:12]2[CH:13]=[CH:14][C:9]([NH:8][C:6]3[C:5]([F:19])=[CH:4][N:3]=[C:2]([NH:20][C:21]4[CH:22]=[N:23][CH:24]=[CH:25][CH:26]=4)[N:7]=3)=[CH:10][C:11]=2[O:18]1. The yield is 0.140. (5) The reactants are [CH3:1][O:2][CH2:3][CH2:4][N:5]1[CH:10]=[CH:9][C:8]([C:11]([O:13]C)=[O:12])=[CH:7][C:6]1=[O:15].[OH-].[Na+]. The catalyst is O1CCOCC1. The product is [CH3:1][O:2][CH2:3][CH2:4][N:5]1[CH:10]=[CH:9][C:8]([C:11]([OH:13])=[O:12])=[CH:7][C:6]1=[O:15]. The yield is 0.690.